Dataset: Forward reaction prediction with 1.9M reactions from USPTO patents (1976-2016). Task: Predict the product of the given reaction. Given the reactants C(OC(=O)[NH:7][C@H:8]1[CH2:13][C@@H:12]([N:14]2[CH2:21][C:20]3[C:16](=[N:17][N:18]([S:22]([CH3:25])(=[O:24])=[O:23])[CH:19]=3)[CH2:15]2)[CH2:11][N:10]([CH2:26][C@@H:27]([OH:29])[CH3:28])[C@@H:9]1[C:30]1[CH:35]=[C:34]([F:36])[CH:33]=[CH:32][C:31]=1[F:37])(C)(C)C.FC(F)(F)C(O)=O, predict the reaction product. The product is: [NH2:7][C@H:8]1[CH2:13][C@@H:12]([N:14]2[CH2:21][C:20]3[C:16](=[N:17][N:18]([S:22]([CH3:25])(=[O:23])=[O:24])[CH:19]=3)[CH2:15]2)[CH2:11][N:10]([CH2:26][C@@H:27]([OH:29])[CH3:28])[C@@H:9]1[C:30]1[CH:35]=[C:34]([F:36])[CH:33]=[CH:32][C:31]=1[F:37].